This data is from Reaction yield outcomes from USPTO patents with 853,638 reactions. The task is: Predict the reaction yield, written as a fraction of the theoretical maximum amount of product (1.0 means a 100% yield; for example, 0.34 means a 34% yield). (1) The reactants are [O:1]=[C:2]1[CH2:7][CH2:6][C:5]([C:12]2[CH:17]=[CH:16][CH:15]=[CH:14][CH:13]=2)([C:8]([O:10][CH3:11])=[O:9])[CH2:4][CH2:3]1.C1COCC1.C[Si]([N-][Si](C)(C)C)(C)C.[Na+].C1C(Cl)=CN=C(N([S:41]([C:44]([F:47])([F:46])[F:45])(=[O:43])=[O:42])[S:41]([C:44]([F:47])([F:46])[F:45])(=[O:43])=[O:42])C=1. The catalyst is C(Cl)Cl. The product is [F:45][C:44]([F:47])([F:46])[S:41]([O:1][C:2]1[CH2:3][CH2:4][C:5]([C:8]([O:10][CH3:11])=[O:9])([C:12]2[CH:13]=[CH:14][CH:15]=[CH:16][CH:17]=2)[CH2:6][CH:7]=1)(=[O:43])=[O:42]. The yield is 0.290. (2) The reactants are [Br:1][C:2]1[CH:10]=[CH:9][C:5]([C:6](O)=O)=[C:4]([Cl:11])[CH:3]=1.[NH:12]([C:14](=[S:16])[NH2:15])[NH2:13].O=P(Cl)(Cl)Cl. The catalyst is O. The product is [Br:1][C:2]1[CH:10]=[CH:9][C:5]([C:6]2[S:16][C:14]([NH2:15])=[N:12][N:13]=2)=[C:4]([Cl:11])[CH:3]=1. The yield is 0.440. (3) The reactants are [C:1]1([NH:7][C:8]([C:10]2([C:13]([O:15]CC)=[O:14])[CH2:12][CH2:11]2)=[O:9])[CH:6]=[CH:5][CH:4]=[CH:3][CH:2]=1.[OH-].[K+]. The catalyst is C(O)C.C1COCC1.O. The product is [C:1]1([NH:7][C:8]([C:10]2([C:13]([OH:15])=[O:14])[CH2:11][CH2:12]2)=[O:9])[CH:2]=[CH:3][CH:4]=[CH:5][CH:6]=1. The yield is 0.886. (4) The reactants are [Cl:1][C:2]1[CH:3]=[N:4][N:5]([CH3:16])[C:6]=1[C:7]1[CH:8]=[C:9]([C:13]([OH:15])=O)[S:10][C:11]=1[CH3:12].[NH2:17][C@@H:18]([CH2:31][C:32]1[CH:37]=[CH:36][C:35]([F:38])=[CH:34][CH:33]=1)[CH2:19][N:20]1[C:28](=[O:29])[C:27]2[C:22](=[CH:23][CH:24]=[CH:25][CH:26]=2)[C:21]1=[O:30].CC(OC(N[C@H](C(O)=O)CC1C=CC=CC=1C(F)(F)F)=O)(C)C.C1CN([P+](Br)(N2CCCC2)N2CCCC2)CC1.F[P-](F)(F)(F)(F)F.CCN(C(C)C)C(C)C. The catalyst is C(Cl)(Cl)Cl. The product is [Cl:1][C:2]1[CH:3]=[N:4][N:5]([CH3:16])[C:6]=1[C:7]1[CH:8]=[C:9]([C:13]([NH:17][C@@H:18]([CH2:31][C:32]2[CH:33]=[CH:34][C:35]([F:38])=[CH:36][CH:37]=2)[CH2:19][N:20]2[C:28](=[O:29])[C:27]3[C:22](=[CH:23][CH:24]=[CH:25][CH:26]=3)[C:21]2=[O:30])=[O:15])[S:10][C:11]=1[CH3:12]. The yield is 0.710. (5) The reactants are [CH3:1][O:2][C:3]1[C:4]([NH:16][C:17]([NH:19][C:20]2[CH:25]=[N:24][C:23]([CH3:26])=[CH:22][N:21]=2)=[O:18])=[CH:5][C:6]([C:12]([F:15])([F:14])[F:13])=[C:7]([CH:11]=1)[C:8](O)=[O:9].CN(C(ON1N=NC2C=CC=CC1=2)=[N+](C)C)C.F[P-](F)(F)(F)(F)F.[NH2:51][CH2:52][CH2:53][C:54]1[CH:59]=[CH:58][CH:57]=[CH:56][N:55]=1.CCN(C(C)C)C(C)C. The catalyst is CN1C(=O)CCC1. The product is [CH3:1][O:2][C:3]1[C:4]([NH:16][C:17]([NH:19][C:20]2[CH:25]=[N:24][C:23]([CH3:26])=[CH:22][N:21]=2)=[O:18])=[CH:5][C:6]([C:12]([F:15])([F:13])[F:14])=[C:7]([CH:11]=1)[C:8]([NH:51][CH2:52][CH2:53][C:54]1[CH:59]=[CH:58][CH:57]=[CH:56][N:55]=1)=[O:9]. The yield is 0.680. (6) The reactants are [O:1]1[CH2:6][CH2:5][N:4]([CH2:7][C:8]2[CH:9]=[C:10]([CH:14]=[CH:15][CH:16]=2)[C:11]([OH:13])=O)[CH2:3][CH2:2]1.[NH2:17][CH2:18][CH:19]([OH:31])[CH2:20][N:21]1[CH2:30][CH2:29][C:28]2[C:23](=[CH:24][CH:25]=[CH:26][CH:27]=2)[CH2:22]1.C1N(P(Cl)(N2C(=O)OCC2)=O)C(=O)OC1. The catalyst is CC#N. The product is [CH2:22]1[C:23]2[C:28](=[CH:27][CH:26]=[CH:25][CH:24]=2)[CH2:29][CH2:30][N:21]1[CH2:20][CH:19]([OH:31])[CH2:18][NH:17][C:11](=[O:13])[C:10]1[CH:14]=[CH:15][CH:16]=[C:8]([CH2:7][N:4]2[CH2:3][CH2:2][O:1][CH2:6][CH2:5]2)[CH:9]=1. The yield is 0.0360.